Dataset: Experimentally validated miRNA-target interactions with 360,000+ pairs, plus equal number of negative samples. Task: Binary Classification. Given a miRNA mature sequence and a target amino acid sequence, predict their likelihood of interaction. (1) The miRNA is hsa-miR-556-3p with sequence AUAUUACCAUUAGCUCAUCUUU. The protein sequence of the target gene is MDNRFATAFVIACVLSLISTIYMAASIGTDFWYEYRSPVQENSSDLNKSIWDEFISDEADEKTYNDALFRYNGTVGLWRRCITIPKNMHWYSPPERTESFDVVTKCVSFTLTEQFMEKFVDPGNHNSGIDLLRTYLWRCQFLLPFVSLGLMCFGALIGLCACICRSLYPTIATGILHLLAGLCTLGSVSCYVAGIELLHQKLELPDNVSGEFGWSFCLACVSAPLQFMASALFIWAAHTNRKEYTLMKAYRVA. Result: 1 (interaction). (2) The miRNA is hsa-miR-4754 with sequence AUGCGGACCUGGGUUAGCGGAGU. The protein sequence of the target gene is MEIVGCRAENNSCPFRPPAMLFHGISGGHIQGIMEEMERRSKTEARLTKGTQLNGRDAGMPPLSPEKPALCAGCGGKISDRYYLLAVDKQWHLRCLKCCECKLALESELTCFAKDGSIYCKEDYYRRFSVQRCARCHLGISASEMVMRARDSVYHLSCFTCSTCNKTLTTGDHFGMKDSLVYCRAHFETLLQGEYPPQLSYTELAAKSGGLALPYFNGTGTVQKGRPRKRKSPALGVDIVNYNSGCNENEADHLDRDQQPYPPSQKTKRMRTSFKHHQLRTMKSYFAINHNPDAKDLKQL.... Result: 0 (no interaction). (3) Result: 0 (no interaction). The miRNA is hsa-miR-8077 with sequence GGCUGAGUGGGGUUCUGACUCC. The protein sequence of the target gene is MEGSKASSSTMQVSFVCQRCSQPLKLDTSFKILDRVTIQELTAPLLTTAQAKPGETQEEEANSGEEPFIETRQDGVSRRFIPPARMMSTESANSFTLIGEASDGGTMENLSRRLKVTGDLFDIMSGQTDVDHPLCEECTDTLLDQLDTQLNVTENECQNYKRCLEILEQMNEDDSEQLQRELKELALEEERLIQELEDVEKNRKVVAENLEKVQAEAERLDQEEAQYQREYSEFKRQQLELDDELKSVENQVRYAQIQLDKLKKTNVFNATFHIWHSGQFGTINNFRLGRLPSVPVEWNE.... (4) The miRNA is mmu-miR-326-3p with sequence CCUCUGGGCCCUUCCUCCAGU. The protein sequence of the target gene is MAVDPLSSKALKVKRELSENTPHLSDEALMGLSVRELNRNLRGLSAEEVTRLKQRRRTLKNRGYAASCRVKRVCQKEELQKQKSELEREVDKLARENAAMRLELDALRGKCEALQGFARSVAAARGPAALVAPASVITIVKSAPGPAPAADPAPCS. Result: 1 (interaction). (5) The miRNA is hsa-miR-21-5p with sequence UAGCUUAUCAGACUGAUGUUGA. The protein sequence of the target gene is MAGGPPKALPSTGPHSLRDMPHPLAGSSSEEAVGGDSTPSPDLLMARSFGDKDLILPNGGTPAGTSSPASSSSLLNRLQLDDDIDGETRDLFVIVDDPKKHVCTMETYITYRITTKSTRVEFDLPEYSVRRRYQDFDWLRSKLEESQPTHLIPPLPEKFVVKGVVDRFSEEFVETRRKALDKFLKRITDHPVLSFNEHFNIFLTAKDLNAYKKQGIALLTRMGESVKHVTGGYKLRTRPLEFAAIGDYLDTFALKLGTIDRIAQRIIKEEIEYLVELREYGPVYSTWSALEGELAEPLEG.... Result: 1 (interaction). (6) The miRNA is hsa-miR-378f with sequence ACUGGACUUGGAGCCAGAAG. The protein sequence of the target gene is MGEKKPEPLDFVKDFQEYLTQQTHHVNMISGSVSGDKEAETLQGAGTDGDQNGLDHPSVEVSLDENSGMLVDGFERTFDGKLKCRYCNYASKGTARLIEHIRIHTGEKPHRCHLCPFASAYERHLEAHMRSHTGEKPYKCELCSFRCSDRSNLSHHRRRKHKMVPIKGTRSSLSSKKMWGVLQKKTSNLGYSRRALINLSPPSMVVQKPDYLNDFTHEIPNIQTDSYEAMAKTTPTGGLPRDPQELMVDNPLNQLSTLAGQLSSLPPENQNPASPDVDACPDEKPFMIQQPSAQAVVSAV.... Result: 0 (no interaction).